From a dataset of Full USPTO retrosynthesis dataset with 1.9M reactions from patents (1976-2016). Predict the reactants needed to synthesize the given product. (1) Given the product [C:1]([C:5]1[CH:6]=[C:7]([N+:16]([O-:18])=[O:17])[C:8]([O:14][CH3:15])=[C:9]([CH:13]=1)[C:10]([NH:20][NH:19][C:21]([O:23][C:24]([CH3:27])([CH3:26])[CH3:25])=[O:22])=[O:12])([CH3:2])([CH3:3])[CH3:4], predict the reactants needed to synthesize it. The reactants are: [C:1]([C:5]1[CH:6]=[C:7]([N+:16]([O-:18])=[O:17])[C:8]([O:14][CH3:15])=[C:9]([CH:13]=1)[C:10]([OH:12])=O)([CH3:4])([CH3:3])[CH3:2].[NH:19]([C:21]([O:23][C:24]([CH3:27])([CH3:26])[CH3:25])=[O:22])[NH2:20].CCN(C(C)C)C(C)C.CN(C(ON1N=NC2C=CC=NC1=2)=[N+](C)C)C.F[P-](F)(F)(F)(F)F. (2) The reactants are: [CH3:1][C:2]1[C:7]([C:8]([N:10]2[CH2:17][CH:16]3[CH:12]([CH2:13][N:14]([CH2:18][CH2:19][C:20]4([C:26]5[CH:31]=[CH:30][CH:29]=[C:28]([F:32])[CH:27]=5)[CH2:25][CH2:24][NH:23][CH2:22][CH2:21]4)[CH2:15]3)[CH2:11]2)=[O:9])=[C:6]([CH3:33])[N:5]=[CH:4][N:3]=1.[F:34][C:35]([F:43])([F:42])[C:36]1([C:39](O)=[O:40])[CH2:38][CH2:37]1.CC1(C(O)=O)CC1.CNS(C1C=CC(C(O)=O)=CC=1)(=O)=O.CN(C)S(C1C=CC(C(O)=O)=CC=1)(=O)=O.S(C1C=C(C=CC=1)C(O)=O)(=O)(=O)N.CNS(C1C=C(C=CC=1)C(O)=O)(=O)=O.CN(C)S(C1C=C(C=CC=1)C(O)=O)(=O)=O.CS(NC1C=CC(C(O)=O)=CC=1)(=O)=O.CC(C)(CO)C(O)=O. Given the product [CH3:33][C:6]1[C:7]([C:8]([N:10]2[CH2:17][CH:16]3[CH:12]([CH2:13][N:14]([CH2:18][CH2:19][C:20]4([C:26]5[CH:31]=[CH:30][CH:29]=[C:28]([F:32])[CH:27]=5)[CH2:21][CH2:22][N:23]([C:39]([C:36]5([C:35]([F:43])([F:42])[F:34])[CH2:38][CH2:37]5)=[O:40])[CH2:24][CH2:25]4)[CH2:15]3)[CH2:11]2)=[O:9])=[C:2]([CH3:1])[N:3]=[CH:4][N:5]=1, predict the reactants needed to synthesize it. (3) Given the product [F:1][C:2]1[C:3]([CH3:16])=[C:4]([C:5]([N:20]2[CH2:21][CH2:22][CH2:23][C@@H:18]([CH3:17])[C@H:19]2[CH2:24][NH:25][C:37]2[CH:42]=[CH:41][C:40]([C:43]([F:46])([F:45])[F:44])=[CH:39][N:38]=2)=[O:7])[C:8]([N:11]2[N:15]=[CH:14][CH:13]=[N:12]2)=[CH:9][CH:10]=1, predict the reactants needed to synthesize it. The reactants are: [F:1][C:2]1[C:3]([CH3:16])=[C:4]([C:8]([N:11]2[N:15]=[CH:14][CH:13]=[N:12]2)=[CH:9][CH:10]=1)[C:5]([OH:7])=O.[CH3:17][C@@H:18]1[CH2:23][CH2:22][CH2:21][NH:20][C@@H:19]1[CH2:24][N:25]1C(=O)C2C(=CC=CC=2)C1=O.Cl[C:37]1[CH:42]=[CH:41][C:40]([C:43]([F:46])([F:45])[F:44])=[CH:39][N:38]=1. (4) Given the product [CH:1]1([CH2:7][N:8]2[C:16]3[C:11](=[N:12][CH:13]=[C:14]([C:17]4[CH:18]=[CH:19][C:20]([C:21]([NH:41][CH:40]([CH3:43])[CH3:39])=[O:22])=[CH:24][CH:25]=4)[N:15]=3)[NH:10][C:9]2=[O:26])[CH2:2][CH2:3][CH2:4][CH2:5][CH2:6]1, predict the reactants needed to synthesize it. The reactants are: [CH:1]1([CH2:7][N:8]2[C:16]3[C:11](=[N:12][CH:13]=[C:14]([C:17]4[CH:25]=[CH:24][C:20]([C:21](O)=[O:22])=[CH:19][CH:18]=4)[N:15]=3)[NH:10][C:9]2=[O:26])[CH2:6][CH2:5][CH2:4][CH2:3][CH2:2]1.C1(CN2C3C(=N[CH:39]=[C:40]([C:43]4C=CC(C(OC)=O)=CC=4)[N:41]=3)NC2=O)CCCCC1. (5) Given the product [F:25][CH:18]([F:24])[C:14]1[CH:13]=[C:12]([C:9]2[CH:8]=[CH:7][C:6]([CH2:5][C:4]([OH:26])=[O:3])=[CH:11][CH:10]=2)[CH:17]=[CH:16][N:15]=1, predict the reactants needed to synthesize it. The reactants are: C([O:3][C:4](=[O:26])[CH2:5][C:6]1[CH:11]=[CH:10][C:9]([C:12]2[CH:17]=[CH:16][N:15]=[C:14]([C:18]([F:25])([F:24])C(OCC)=O)[CH:13]=2)=[CH:8][CH:7]=1)C.O. (6) The reactants are: [Cl:1][C:2]1[N:7]=[C:6]2[CH:8]=[CH:9][NH:10][C:5]2=[CH:4][CH:3]=1.CN(C=O)C.[OH-].[K+].[I:18]I. Given the product [Cl:1][C:2]1[N:7]=[C:6]2[C:8]([I:18])=[CH:9][NH:10][C:5]2=[CH:4][CH:3]=1, predict the reactants needed to synthesize it. (7) Given the product [Br:1][C:2]1[CH:10]=[CH:9][C:8]([F:11])=[C:7]2[C:3]=1[C:4]([CH2:12][CH:13]([OH:14])[CH3:15])=[CH:5][NH:6]2, predict the reactants needed to synthesize it. The reactants are: [Br:1][C:2]1[CH:10]=[CH:9][C:8]([F:11])=[C:7]2[C:3]=1[C:4]([CH2:12][CH:13]=[O:14])=[CH:5][NH:6]2.[CH3:15][Mg+].[Br-]. (8) Given the product [OH:6][C:5]1[C:2]([CH3:1])([C:8]2[CH:13]=[CH:12][CH:11]=[CH:10][CH:9]=2)[C:3](=[O:7])[C:4]=1[CH:14]([C:15]1[CH:20]=[CH:19][CH:18]=[CH:17][CH:16]=1)[C:26]1[NH:27][C:28]2[C:33]([C:25]=1[CH2:24][C:23]([NH:36][C:37](=[O:39])[CH3:38])([CH3:22])[CH3:35])=[CH:32][CH:31]=[C:30]([CH3:34])[CH:29]=2, predict the reactants needed to synthesize it. The reactants are: [CH3:1][C:2]1([C:8]2[CH:13]=[CH:12][CH:11]=[CH:10][CH:9]=2)[C:5](=[O:6])[CH2:4][C:3]1=[O:7].[CH:14](=O)[C:15]1[CH:20]=[CH:19][CH:18]=[CH:17][CH:16]=1.[CH3:22][C:23]([NH:36][C:37](=[O:39])[CH3:38])([CH3:35])[CH2:24][C:25]1[C:33]2[C:28](=[CH:29][C:30]([CH3:34])=[CH:31][CH:32]=2)[NH:27][CH:26]=1. (9) Given the product [F:14][C:11]1[CH:12]=[CH:13][C:6]2[O:5][C:4]3[CH:15]=[CH:16][CH:17]=[CH:18][C:3]=3[C:2]3[S:21][C:19]([CH3:20])=[N:22][C:8]=3[C:7]=2[CH:10]=1, predict the reactants needed to synthesize it. The reactants are: Br[CH:2]1[C:8](=O)[C:7]2[CH:10]=[C:11]([F:14])[CH:12]=[CH:13][C:6]=2[O:5][C:4]2[CH:15]=[CH:16][CH:17]=[CH:18][C:3]1=2.[C:19]([NH2:22])(=[S:21])[CH3:20]. (10) Given the product [O:31]1[CH2:34][CH:33]([C:35]([N:19]2[CH2:20][CH2:21][CH:16]([CH:14]3[O:13][CH2:12][C:5]4[C:6]5[C:11](=[CH:10][CH:9]=[CH:8][CH:7]=5)[C:2](=[O:1])[NH:3][C:4]=4[CH2:15]3)[CH2:17][CH2:18]2)=[O:36])[CH2:32]1, predict the reactants needed to synthesize it. The reactants are: [O:1]=[C:2]1[C:11]2[CH:10]=[CH:9][CH:8]=[CH:7][C:6]=2[C:5]2[CH2:12][O:13][CH:14]([CH:16]3[CH2:21][CH2:20][NH2+:19][CH2:18][CH2:17]3)[CH2:15][C:4]=2[NH:3]1.CCN(C(C)C)C(C)C.[O:31]1[CH2:34][CH:33]([C:35](O)=[O:36])[CH2:32]1.Cl.CN(C)CCCN=C=NCC.